This data is from Forward reaction prediction with 1.9M reactions from USPTO patents (1976-2016). The task is: Predict the product of the given reaction. (1) Given the reactants [F:1][C:2]1[CH:3]=[C:4]([C:21]([NH2:23])=[O:22])[C:5]2[O:9][C:8]([C:10]3[CH:15]=[CH:14][C:13]([CH2:16][N:17](C)[CH3:18])=[CH:12][CH:11]=3)=[CH:7][C:6]=2[CH:20]=1.FC1C=C(C(OC)=O)C2OC(C3C=CC(CNC)=CC=3)=CC=2C=1, predict the reaction product. The product is: [F:1][C:2]1[CH:3]=[C:4]([C:21]([NH2:23])=[O:22])[C:5]2[O:9][C:8]([C:10]3[CH:15]=[CH:14][C:13]([CH2:16][NH:17][CH3:18])=[CH:12][CH:11]=3)=[CH:7][C:6]=2[CH:20]=1. (2) The product is: [Cl:1][C:2]1[CH:7]=[CH:6][CH:5]=[CH:4][C:3]=1[C:8]1[NH:13][C:12](=[O:14])[N:11]=[C:10]([C:15]2[S:19][C:18]([C:20]([NH2:25])=[O:22])=[CH:17][CH:16]=2)[CH:9]=1. Given the reactants [Cl:1][C:2]1[CH:7]=[CH:6][CH:5]=[CH:4][C:3]=1[C:8]1[NH:13][C:12](=[O:14])[N:11]=[C:10]([C:15]2[S:19][C:18]([C:20]([OH:22])=O)=[CH:17][CH:16]=2)[CH:9]=1.C([NH2:25])=O, predict the reaction product.